From a dataset of Catalyst prediction with 721,799 reactions and 888 catalyst types from USPTO. Predict which catalyst facilitates the given reaction. Reactant: [OH-].[Na+].[CH3:3][O:4][C:5]1[C:6]([CH3:31])=[C:7]([C:18](=[O:30])[C:19]2[CH:24]=[CH:23][C:22]([N+:25]([O-:27])=[O:26])=[C:21]([O:28][CH3:29])[CH:20]=2)[N:8]2[C:13]=1[CH:12]=[CH:11][C:10]([C:14]([O:16]C)=[O:15])=[CH:9]2. Product: [CH3:3][O:4][C:5]1[C:6]([CH3:31])=[C:7]([C:18](=[O:30])[C:19]2[CH:24]=[CH:23][C:22]([N+:25]([O-:27])=[O:26])=[C:21]([O:28][CH3:29])[CH:20]=2)[N:8]2[C:13]=1[CH:12]=[CH:11][C:10]([C:14]([OH:16])=[O:15])=[CH:9]2. The catalyst class is: 5.